Dataset: Reaction yield outcomes from USPTO patents with 853,638 reactions. Task: Predict the reaction yield, written as a fraction of the theoretical maximum amount of product (1.0 means a 100% yield; for example, 0.34 means a 34% yield). (1) The reactants are [F:1][C:2]1[CH:16]=[CH:15][C:5]([O:6][C:7]2[CH:14]=[CH:13][C:10]([CH:11]=O)=[CH:9][CH:8]=2)=[CH:4][CH:3]=1.[C:17]([NH:21][NH2:22])([O:19][CH3:20])=[O:18].CC(O)=O. The catalyst is C(O)C.O. The product is [C:17]([NH:21][N:22]=[CH:11][C:10]1[CH:13]=[CH:14][C:7]([O:6][C:5]2[CH:15]=[CH:16][C:2]([F:1])=[CH:3][CH:4]=2)=[CH:8][CH:9]=1)([O:19][CH3:20])=[O:18]. The yield is 0.580. (2) The reactants are FC(F)(F)C(O)=O.[NH2:8][CH2:9][CH2:10][CH2:11][O:12][C:13]1[C:18]2[CH:19]=[C:20]([Cl:23])[CH:21]=[CH:22][C:17]=2[O:16][C:15](=[O:24])[CH:14]=1.CCN(C(C)C)C(C)C.[CH3:34][S:35](Cl)(=[O:37])=[O:36]. The catalyst is C(Cl)Cl. The product is [Cl:23][C:20]1[CH:21]=[CH:22][C:17]2[O:16][C:15](=[O:24])[CH:14]=[C:13]([O:12][CH2:11][CH2:10][CH2:9][NH:8][S:35]([CH3:34])(=[O:37])=[O:36])[C:18]=2[CH:19]=1. The yield is 0.230.